Dataset: CYP2C9 inhibition data for predicting drug metabolism from PubChem BioAssay. Task: Regression/Classification. Given a drug SMILES string, predict its absorption, distribution, metabolism, or excretion properties. Task type varies by dataset: regression for continuous measurements (e.g., permeability, clearance, half-life) or binary classification for categorical outcomes (e.g., BBB penetration, CYP inhibition). Dataset: cyp2c9_veith. (1) The compound is O=c1c(-c2cc(F)cc(F)c2)nc2cnc(N3CCOCC3)nc2n1Cc1ccc(F)cc1. The result is 0 (non-inhibitor). (2) The compound is Cn1c(=O)c2c(ncn2CCSS(=O)(=O)O)n(C)c1=O. The result is 0 (non-inhibitor).